From a dataset of Full USPTO retrosynthesis dataset with 1.9M reactions from patents (1976-2016). Predict the reactants needed to synthesize the given product. (1) Given the product [N:3]1[C:12]2[C:7](=[CH:8][CH:9]=[CH:10][CH:11]=2)[CH:6]=[CH:5][C:4]=1[N:13]1[CH2:14][CH2:15][N:16]([CH:19]([CH3:27])[CH2:20][CH2:21][CH2:22][C:23]([OH:25])=[O:24])[CH2:17][CH2:18]1, predict the reactants needed to synthesize it. The reactants are: [OH-].[Na+].[N:3]1[C:12]2[C:7](=[CH:8][CH:9]=[CH:10][CH:11]=2)[CH:6]=[CH:5][C:4]=1[N:13]1[CH2:18][CH2:17][N:16]([CH:19]([CH3:27])[CH2:20][CH2:21][CH2:22][C:23]([O:25]C)=[O:24])[CH2:15][CH2:14]1.Cl. (2) Given the product [CH:4]1[C:5]2[CH:14]=[CH:13][C:12]3[C:11](=[CH:10][CH:9]=[CH:8][CH:7]=3)[C:6]=2[CH:1]=[C:2]([B:15]([OH:16])[OH:17])[CH:3]=1, predict the reactants needed to synthesize it. The reactants are: [CH:1]1[C:14]2[CH:13]=[CH:12][C:11]3[C:6](=[CH:7][CH:8]=[CH:9][CH:10]=3)[C:5]=2[CH:4]=[CH:3][C:2]=1[B:15]([OH:17])[OH:16].BrC1C=CC2C=CC3C(C=2C=1)=CC=CC=3.